This data is from Full USPTO retrosynthesis dataset with 1.9M reactions from patents (1976-2016). The task is: Predict the reactants needed to synthesize the given product. (1) Given the product [F:26][C:27]1[CH:34]=[CH:33][C:30]([CH2:31][NH:1][CH2:2][C:3]2[CH:4]=[C:5]([CH:15]=[C:16]([O:18][C:19]3[CH:24]=[CH:23][C:22]([F:25])=[CH:21][CH:20]=3)[CH:17]=2)[CH2:6][NH:7][C:8](=[O:14])[O:9][C:10]([CH3:13])([CH3:12])[CH3:11])=[CH:29][CH:28]=1, predict the reactants needed to synthesize it. The reactants are: [NH2:1][CH2:2][C:3]1[CH:4]=[C:5]([CH:15]=[C:16]([O:18][C:19]2[CH:24]=[CH:23][C:22]([F:25])=[CH:21][CH:20]=2)[CH:17]=1)[CH2:6][NH:7][C:8](=[O:14])[O:9][C:10]([CH3:13])([CH3:12])[CH3:11].[F:26][C:27]1[CH:34]=[CH:33][C:30]([CH:31]=O)=[CH:29][CH:28]=1.[Na]. (2) Given the product [Br:1][C:2]1[CH:7]=[CH:6][C:5]([CH2:8][CH2:9][O:10][CH2:20][O:21][CH3:22])=[CH:4][CH:3]=1, predict the reactants needed to synthesize it. The reactants are: [Br:1][C:2]1[CH:7]=[CH:6][C:5]([CH2:8][CH2:9][OH:10])=[CH:4][CH:3]=1.C(N(C(C)C)CC)(C)C.[CH3:20][O:21][CH2:22]Cl.O. (3) Given the product [CH2:3]([CH:16]1[O:20][C:19](=[O:21])[C:18]([C:22]2[CH:27]=[CH:26][CH:25]=[CH:24][CH:23]=2)([C:28]2[CH:29]=[CH:30][CH:31]=[CH:32][CH:33]=2)[CH2:17]1)[CH2:2][CH:1]=[CH2:5], predict the reactants needed to synthesize it. The reactants are: [CH2:1]([CH:5]1C[C:1]2(CC[CH2:3][CH2:2]2)[C:5](=O)O1)[CH2:2][CH:3]=C.O[CH:16]1[O:20][C:19](=[O:21])[C:18]([C:28]2[CH:33]=[CH:32][CH:31]=[CH:30][CH:29]=2)([C:22]2[CH:27]=[CH:26][CH:25]=[CH:24][CH:23]=2)[CH2:17]1.OC1CC2(CCCC2)C(=O)O1. (4) Given the product [F:23][C:14]1[C:13]([Ga:4]([C:13]2[C:14]([F:23])=[C:15]([F:22])[C:16]([F:21])=[C:17]([F:20])[C:18]=2[F:19])[C:13]2[C:14]([F:23])=[C:15]([F:22])[C:16]([F:21])=[C:17]([F:20])[C:18]=2[F:19])=[C:18]([F:19])[C:17]([F:20])=[C:16]([F:21])[C:15]=1[F:22], predict the reactants needed to synthesize it. The reactants are: [Cl-].[Cl-].[Cl-].[Ga+3:4].[F:23][C:14]1[C:13]([Zn][C:13]2[C:18]([F:19])=[C:17]([F:20])[C:16]([F:21])=[C:15]([F:22])[C:14]=2[F:23])=[C:18]([F:19])[C:17]([F:20])=[C:16]([F:21])[C:15]=1[F:22]. (5) Given the product [C:1]([O:5][C:6]([N:8]1[CH2:12][CH2:11][C@H:10]([CH:13]2[CH2:18][CH2:17][CH2:16][CH2:15][CH2:14]2)[C@@H:9]1[C:19]([OH:21])=[O:20])=[O:7])([CH3:4])([CH3:2])[CH3:3], predict the reactants needed to synthesize it. The reactants are: [C:1]([O:5][C:6]([N:8]1[CH2:12][CH2:11][C@H:10]([C:13]2[CH:18]=[CH:17][CH:16]=[CH:15][CH:14]=2)[C@@H:9]1[C:19]([OH:21])=[O:20])=[O:7])([CH3:4])([CH3:3])[CH3:2].C(O)(=O)C. (6) Given the product [OH:1][C@@:2]1([CH2:22][O:23][CH3:24])[CH2:7][CH2:6][CH2:5][CH2:4][C@H:3]1[N:8]1[C:12]([C:13]2[CH:18]=[CH:17][CH:16]=[CH:15][CH:14]=2)=[C:11]([C:19]([N:43]2[CH2:42][CH2:41][N:40]([C:44]([O:46][CH2:47][C:48]3[CH:53]=[CH:52][CH:51]=[CH:50][CH:49]=3)=[O:45])[CH2:39][C@H:38]2[CH2:37][CH2:36][O:35][C:32]2[CH:33]=[CH:34][C:28]3[S:27][C:26]([CH3:25])=[N:30][C:29]=3[CH:31]=2)=[O:21])[N:10]=[CH:9]1, predict the reactants needed to synthesize it. The reactants are: [OH:1][C@@:2]1([CH2:22][O:23][CH3:24])[CH2:7][CH2:6][CH2:5][CH2:4][C@H:3]1[N:8]1[C:12]([C:13]2[CH:18]=[CH:17][CH:16]=[CH:15][CH:14]=2)=[C:11]([C:19]([OH:21])=O)[N:10]=[CH:9]1.[CH3:25][C:26]1[S:27][C:28]2[CH:34]=[CH:33][C:32]([O:35][CH2:36][CH2:37][C@H:38]3[NH:43][CH2:42][CH2:41][N:40]([C:44]([O:46][CH2:47][C:48]4[CH:53]=[CH:52][CH:51]=[CH:50][CH:49]=4)=[O:45])[CH2:39]3)=[CH:31][C:29]=2[N:30]=1.CCN=C=NCCCN(C)C.Cl.C1C=CC2N(O)N=NC=2C=1.C(=O)([O-])O.[Na+].